From a dataset of NCI-60 drug combinations with 297,098 pairs across 59 cell lines. Regression. Given two drug SMILES strings and cell line genomic features, predict the synergy score measuring deviation from expected non-interaction effect. (1) Synergy scores: CSS=35.7, Synergy_ZIP=-6.90, Synergy_Bliss=-1.57, Synergy_Loewe=0.197, Synergy_HSA=0.822. Drug 2: C1=NC(=NC(=O)N1C2C(C(C(O2)CO)O)O)N. Drug 1: CC1CCC2CC(C(=CC=CC=CC(CC(C(=O)C(C(C(=CC(C(=O)CC(OC(=O)C3CCCCN3C(=O)C(=O)C1(O2)O)C(C)CC4CCC(C(C4)OC)O)C)C)O)OC)C)C)C)OC. Cell line: OVCAR-4. (2) Drug 2: C1CNP(=O)(OC1)N(CCCl)CCCl. Synergy scores: CSS=6.41, Synergy_ZIP=-2.30, Synergy_Bliss=1.55, Synergy_Loewe=-18.9, Synergy_HSA=-5.40. Drug 1: C1=CC(=CC=C1CCCC(=O)O)N(CCCl)CCCl. Cell line: OVCAR3. (3) Drug 1: CN(C)C1=NC(=NC(=N1)N(C)C)N(C)C. Drug 2: CC12CCC3C(C1CCC2O)C(CC4=C3C=CC(=C4)O)CCCCCCCCCS(=O)CCCC(C(F)(F)F)(F)F. Cell line: A498. Synergy scores: CSS=-6.57, Synergy_ZIP=1.21, Synergy_Bliss=-1.14, Synergy_Loewe=-7.15, Synergy_HSA=-6.13. (4) Drug 1: CC1OCC2C(O1)C(C(C(O2)OC3C4COC(=O)C4C(C5=CC6=C(C=C35)OCO6)C7=CC(=C(C(=C7)OC)O)OC)O)O. Drug 2: CCCCCOC(=O)NC1=NC(=O)N(C=C1F)C2C(C(C(O2)C)O)O. Cell line: HOP-92. Synergy scores: CSS=34.6, Synergy_ZIP=-13.0, Synergy_Bliss=-9.35, Synergy_Loewe=-24.7, Synergy_HSA=-7.41.